From a dataset of Forward reaction prediction with 1.9M reactions from USPTO patents (1976-2016). Predict the product of the given reaction. (1) Given the reactants [Br:1][C:2]1[S:6][C:5]([C:7]([C:9]2[CH:14]=[CH:13][C:12]([CH2:15][CH2:16][CH3:17])=[CH:11][CH:10]=2)=O)=[C:4]([CH3:18])[CH:3]=1.C([SiH](CC)CC)C.B(F)(F)F.C([O-])([O-])=O.[K+].[K+], predict the reaction product. The product is: [Br:1][C:2]1[S:6][C:5]([CH2:7][C:9]2[CH:14]=[CH:13][C:12]([CH2:15][CH2:16][CH3:17])=[CH:11][CH:10]=2)=[C:4]([CH3:18])[CH:3]=1. (2) The product is: [Cl:21][C:22]1[CH:23]=[CH:24][CH:25]=[C:26]2[C:31]=1[N:30]=[CH:29][C:28]([CH:32]([N:34]1[C:3](=[O:10])[C:4]3[C:9](=[CH:8][CH:7]=[CH:6][CH:5]=3)[C:1]1=[O:11])[CH3:33])=[C:27]2[C:35]1[CH:40]=[CH:39][CH:38]=[CH:37][N:36]=1. Given the reactants [C:1]1(=[O:11])[C:9]2[C:4](=[CH:5][CH:6]=[CH:7][CH:8]=2)[C:3](=[O:10])O1.C(N(C(C)C)C(C)C)C.[Cl:21][C:22]1[CH:23]=[CH:24][CH:25]=[C:26]2[C:31]=1[N:30]=[CH:29][C:28]([CH:32]([NH2:34])[CH3:33])=[C:27]2[C:35]1[CH:40]=[CH:39][CH:38]=[CH:37][N:36]=1, predict the reaction product. (3) Given the reactants [N:1]1[CH:6]=[CH:5][CH:4]=[C:3]([C:7]2[CH:8]=[C:9]3[C:13](=[CH:14][CH:15]=2)[N:12](COCC[Si](C)(C)C)[N:11]=[CH:10]3)[CH:2]=1.C(N)CN, predict the reaction product. The product is: [N:1]1[CH:6]=[CH:5][CH:4]=[C:3]([C:7]2[CH:8]=[C:9]3[C:13](=[CH:14][CH:15]=2)[NH:12][N:11]=[CH:10]3)[CH:2]=1. (4) Given the reactants [CH3:1][C:2]1[CH:7]=[CH:6][CH:5]=[CH:4][C:3]=1[C:8]1[C:19](=[O:20])[N:18]([C@H:21]2[CH2:25][CH2:24][N:23]([S:26]([CH3:29])(=[O:28])=[O:27])[CH2:22]2)[C:11]2[N:12]=[C:13](SC)[N:14]=[CH:15][C:10]=2[CH:9]=1.Cl[C:31]1C=CC=C(C(OO)=O)C=1.[S:41](=[O:44])([OH:43])[O-].[Na+].C(=O)(O)[O-].[Na+], predict the reaction product. The product is: [CH3:1][C:2]1[CH:7]=[CH:6][CH:5]=[CH:4][C:3]=1[C:8]1[C:19](=[O:20])[N:18]([C@H:21]2[CH2:25][CH2:24][N:23]([S:26]([CH3:29])(=[O:28])=[O:27])[CH2:22]2)[C:11]2[N:12]=[C:13]([S:41]([CH3:31])(=[O:44])=[O:43])[N:14]=[CH:15][C:10]=2[CH:9]=1. (5) Given the reactants [Cl:1][C:2]1[CH:7]=[CH:6][C:5]([C:8]2[N:9]=[C:10]([NH:13][C:14]([C:16]3[N:17]=[CH:18][C:19]([N:22]4[CH2:27][CH2:26][CH:25]([C:28]([O:30][CH2:31][CH3:32])=[O:29])[CH2:24][CH2:23]4)=[N:20][CH:21]=3)=[O:15])[S:11][CH:12]=2)=[CH:4][C:3]=1[C:33]([F:36])([F:35])[F:34].C=O.[C:39]([O:42][C:43](=O)C)(=[O:41])[CH3:40], predict the reaction product. The product is: [C:39]([O:42][CH2:43][C:12]1[S:11][C:10]([NH:13][C:14]([C:16]2[N:17]=[CH:18][C:19]([N:22]3[CH2:23][CH2:24][CH:25]([C:28]([O:30][CH2:31][CH3:32])=[O:29])[CH2:26][CH2:27]3)=[N:20][CH:21]=2)=[O:15])=[N:9][C:8]=1[C:5]1[CH:6]=[CH:7][C:2]([Cl:1])=[C:3]([C:33]([F:36])([F:34])[F:35])[CH:4]=1)(=[O:41])[CH3:40]. (6) Given the reactants [C:1]([C:5]1[CH:13]=[CH:12][C:8]([C:9](Cl)=[O:10])=[CH:7][CH:6]=1)([CH3:4])([CH3:3])[CH3:2].[CH3:14][O:15][C:16]1[CH:31]=[CH:30][C:19]([C:20]([NH:22][C:23]2[CH:24]=[N:25][CH:26]=[CH:27][C:28]=2[NH2:29])=[O:21])=[CH:18][CH:17]=1, predict the reaction product. The product is: [C:1]([C:5]1[CH:13]=[CH:12][C:8]([C:9]([NH:29][C:28]2[CH:27]=[CH:26][N:25]=[CH:24][C:23]=2[NH:22][C:20](=[O:21])[C:19]2[CH:18]=[CH:17][C:16]([O:15][CH3:14])=[CH:31][CH:30]=2)=[O:10])=[CH:7][CH:6]=1)([CH3:4])([CH3:3])[CH3:2].